From a dataset of Forward reaction prediction with 1.9M reactions from USPTO patents (1976-2016). Predict the product of the given reaction. Given the reactants [N:1]1([C:7]2[CH:8]=[C:9]([CH:12]=[CH:13][CH:14]=2)[C:10]#[N:11])[CH2:6][CH2:5][NH:4][CH2:3][CH2:2]1.[CH3:15][O:16][C:17](=[O:26])[C:18]1[CH:23]=[CH:22][CH:21]=[C:20]([CH:24]=O)[CH:19]=1.CC(O)=O.[BH-](OC(C)=O)(OC(C)=O)OC(C)=O.[Na+].Cl, predict the reaction product. The product is: [CH3:15][O:16][C:17](=[O:26])[C:18]1[CH:23]=[CH:22][CH:21]=[C:20]([CH2:24][N:4]2[CH2:5][CH2:6][N:1]([C:7]3[CH:14]=[CH:13][CH:12]=[C:9]([C:10]#[N:11])[CH:8]=3)[CH2:2][CH2:3]2)[CH:19]=1.